Dataset: Catalyst prediction with 721,799 reactions and 888 catalyst types from USPTO. Task: Predict which catalyst facilitates the given reaction. Reactant: [NH2:1][C@H:2]([C:6]([OH:8])=[O:7])[C@@H:3]([CH3:5])[OH:4].O=S(Cl)Cl.[CH3:13]CN(CC)CC. Product: [NH2:1][C@@H:2]([C@H:3]([OH:4])[CH3:5])[C:6]([O:8][CH3:13])=[O:7]. The catalyst class is: 5.